This data is from Forward reaction prediction with 1.9M reactions from USPTO patents (1976-2016). The task is: Predict the product of the given reaction. (1) Given the reactants C1C2C(COC(=O)[NH:17][C@@H:18]([CH2:55][CH2:56][CH2:57][CH2:58][NH:59][C:60](=[O:98])[CH2:61][N:62]3[CH2:73][CH2:72][N:71]([CH2:74][C:75](=[O:81])[O:76][C:77]([CH3:80])([CH3:79])[CH3:78])[CH2:70][CH2:69][N:68]([CH2:82][C:83](=[O:89])[O:84][C:85]([CH3:88])([CH3:87])[CH3:86])[CH2:67][CH2:66][N:65]([CH2:90][C:91]([O:93][C:94]([CH3:97])([CH3:96])[CH3:95])=[O:92])[CH2:64][CH2:63]3)[C:19](=[O:54])[NH:20][CH2:21][CH2:22][CH2:23][CH2:24][C@@H:25]([C:47]([O:49][C:50]([CH3:53])([CH3:52])[CH3:51])=[O:48])[NH:26][C:27](=[O:46])[NH:28][C@H:29]([C:39]([O:41][C:42]([CH3:45])([CH3:44])[CH3:43])=[O:40])[CH2:30][CH2:31][C:32]([O:34][C:35]([CH3:38])([CH3:37])[CH3:36])=[O:33])C3C(=CC=CC=3)C=2C=CC=1.N1CCCCC1, predict the reaction product. The product is: [NH2:17][C@H:18]([C:19](=[O:54])[NH:20][CH2:21][CH2:22][CH2:23][CH2:24][C@@H:25]([C:47]([O:49][C:50]([CH3:53])([CH3:52])[CH3:51])=[O:48])[NH:26][C:27](=[O:46])[NH:28][C@H:29]([C:39]([O:41][C:42]([CH3:45])([CH3:44])[CH3:43])=[O:40])[CH2:30][CH2:31][C:32]([O:34][C:35]([CH3:37])([CH3:36])[CH3:38])=[O:33])[CH2:55][CH2:56][CH2:57][CH2:58][NH:59][C:60](=[O:98])[CH2:61][N:62]1[CH2:73][CH2:72][N:71]([CH2:74][C:75](=[O:81])[O:76][C:77]([CH3:80])([CH3:79])[CH3:78])[CH2:70][CH2:69][N:68]([CH2:82][C:83](=[O:89])[O:84][C:85]([CH3:88])([CH3:87])[CH3:86])[CH2:67][CH2:66][N:65]([CH2:90][C:91]([O:93][C:94]([CH3:95])([CH3:96])[CH3:97])=[O:92])[CH2:64][CH2:63]1. (2) Given the reactants [OH:1][CH2:2][C:3]1[CH:10]=[CH:9][C:6]([CH:7]=O)=[CH:5][CH:4]=1.[BrH:11], predict the reaction product. The product is: [Br:11][CH2:7][C:6]1[CH:9]=[CH:10][C:3]([CH:2]=[O:1])=[CH:4][CH:5]=1. (3) Given the reactants [NH2:1][CH2:2][CH2:3][N:4]1[C:8](=[O:9])/[C:7](=[CH:10]/[C:11]2[CH:16]=[CH:15][C:14]([O:17][CH2:18][CH3:19])=[CH:13][CH:12]=2)/[S:6][C:5]1=[O:20].[CH:21](=O)[C:22]1[CH:27]=[CH:26][CH:25]=[CH:24][CH:23]=1.C(O[BH-](OC(=O)C)OC(=O)C)(=O)C.[Na+].C(O[C:46]1[CH:63]=[CH:62][C:49](/[CH:50]=C2/C(=O)N(CCNC)C(=O)S/2)=[CH:48][CH:47]=1)C, predict the reaction product. The product is: [CH2:21]([N:1]([CH2:50][C:49]1[CH:62]=[CH:63][CH:46]=[CH:47][CH:48]=1)[CH2:2][CH2:3][N:4]1[C:8](=[O:9])/[C:7](=[CH:10]/[C:11]2[CH:16]=[CH:15][C:14]([O:17][CH2:18][CH3:19])=[CH:13][CH:12]=2)/[S:6][C:5]1=[O:20])[C:22]1[CH:27]=[CH:26][CH:25]=[CH:24][CH:23]=1. (4) Given the reactants C(OC(=O)[NH:7][C@H:8]([C:10](=[O:21])[NH:11][C:12]1([C:15]2[N:20]=[CH:19][CH:18]=[CH:17][N:16]=2)[CH2:14][CH2:13]1)[CH3:9])(C)(C)C.Cl, predict the reaction product. The product is: [NH2:7][C@@H:8]([CH3:9])[C:10]([NH:11][C:12]1([C:15]2[N:16]=[CH:17][CH:18]=[CH:19][N:20]=2)[CH2:14][CH2:13]1)=[O:21]. (5) Given the reactants [CH3:1][C:2]1([CH3:18])[C:6]([CH3:8])([CH3:7])[O:5][B:4]([C:9]2[CH:17]=[CH:16][C:12]3N=CS[C:11]=3[CH:10]=2)[O:3]1.BrC1C=CC2[O:27][CH:26]=[N:25]C=2C=1, predict the reaction product. The product is: [CH3:18][C:2]1([CH3:1])[C:6]([CH3:7])([CH3:8])[O:5][B:4]([C:9]2[CH:17]=[CH:16][C:12]3[O:27][CH:26]=[N:25][C:11]=3[CH:10]=2)[O:3]1.